From a dataset of Reaction yield outcomes from USPTO patents with 853,638 reactions. Predict the reaction yield, written as a fraction of the theoretical maximum amount of product (1.0 means a 100% yield; for example, 0.34 means a 34% yield). (1) The reactants are [CH2:1]([C:3]1[CH:11]=[CH:10][C:6]([C:7](Cl)=[O:8])=[CH:5][CH:4]=1)[CH3:2].Cl.[NH2:13][CH2:14][C:15]1[CH:16]=[C:17]2[C:21](=[CH:22][CH:23]=1)[C:20](=[O:24])[N:19]([C@@:25]1([CH3:33])[CH2:30][CH2:29][C:28](=[O:31])[NH:27][C:26]1=[O:32])[C:18]2=[O:34]. The catalyst is C(#N)C. The product is [CH2:1]([C:3]1[CH:11]=[CH:10][C:6]([C:7]([NH:13][CH2:14][C:15]2[CH:16]=[C:17]3[C:21](=[CH:22][CH:23]=2)[C:20](=[O:24])[N:19]([C@@:25]2([CH3:33])[CH2:30][CH2:29][C:28](=[O:31])[NH:27][C:26]2=[O:32])[C:18]3=[O:34])=[O:8])=[CH:5][CH:4]=1)[CH3:2]. The yield is 0.760. (2) The reactants are [Cl:1][C:2]1[C:10]([C:11]([OH:13])=[O:12])=[CH:9][CH:8]=[C:7]2[C:3]=1[C:4](=O)[C:5](=[O:14])[NH:6]2.[CH3:16][N:17]1[C:22](=[O:23])[CH:21]=[CH:20][C:19]([CH2:24][C:25]([NH:27][NH2:28])=[O:26])=[CH:18]1. No catalyst specified. The product is [Cl:1][C:2]1[C:10]([C:11]([OH:13])=[O:12])=[CH:9][CH:8]=[C:7]2[C:3]=1/[C:4](=[N:28]/[NH:27][C:25](=[O:26])[CH2:24][C:19]1[CH:20]=[CH:21][C:22](=[O:23])[N:17]([CH3:16])[CH:18]=1)/[C:5](=[O:14])[NH:6]2. The yield is 0.680. (3) The reactants are [F:1][C:2]1[CH:3]=[CH:4][C:5]([CH3:12])=[C:6]([S:8](Cl)(=[O:10])=[O:9])[CH:7]=1.[CH3:13][NH:14][CH3:15]. The catalyst is C1COCC1.CO. The product is [F:1][C:2]1[CH:3]=[CH:4][C:5]([CH3:12])=[C:6]([S:8]([N:14]([CH3:15])[CH3:13])(=[O:10])=[O:9])[CH:7]=1. The yield is 0.990. (4) The reactants are [CH3:1][O:2][C:3](=[O:18])[CH2:4][O:5][CH2:6][CH2:7][O:8][C:9]1[CH:14]=[CH:13][C:12]([N+:15]([O-])=O)=[CH:11][CH:10]=1. The catalyst is C(OCC)(=O)C.[C].[Pd]. The product is [CH3:1][O:2][C:3](=[O:18])[CH2:4][O:5][CH2:6][CH2:7][O:8][C:9]1[CH:10]=[CH:11][C:12]([NH2:15])=[CH:13][CH:14]=1. The yield is 0.709. (5) The reactants are [CH2:1]([O:8][C:9]1[C:10](=[O:24])[NH:11][C:12](=[O:23])[N:13]([CH2:15][CH2:16][C:17]2[CH:22]=[CH:21][CH:20]=[CH:19][CH:18]=2)[N:14]=1)[C:2]1[CH:7]=[CH:6][CH:5]=[CH:4][CH:3]=1.BrC1C(=O)NC(=O)N([CH2:32][C:33]2C3[C:34](=[CH:35]C=CC=3)[C:33]([CH3:32])=[CH:35][CH:34]=2)N=1. No catalyst specified. The product is [CH2:1]([O:8][C:9]1[C:10](=[O:24])[NH:11][C:12](=[O:23])[N:13]([CH2:15][C:16]2[C:17]3[C:18](=[CH:19][CH:20]=[CH:21][CH:22]=3)[C:34]([CH3:35])=[CH:33][CH:32]=2)[N:14]=1)[C:2]1[CH:7]=[CH:6][CH:5]=[CH:4][CH:3]=1. The yield is 0.250. (6) The reactants are Br[CH:2]=[C:3]1[C:9]2[CH:10]=[CH:11][C:12]([O:14][CH3:15])=[CH:13][C:8]=2[CH2:7][CH2:6][C:5]2[CH:16]=[CH:17][CH:18]=[CH:19][C:4]1=2.[CH2:20]([S:22]([NH:25][C:26]1[CH:27]=[C:28](B(O)O)[CH:29]=[CH:30][CH:31]=1)(=[O:24])=[O:23])[CH3:21]. No catalyst specified. The product is [CH3:15][O:14][C:12]1[CH:11]=[CH:10][C:9]2[C:3](=[CH:2][C:28]3[CH:27]=[C:26]([NH:25][S:22]([CH2:20][CH3:21])(=[O:24])=[O:23])[CH:31]=[CH:30][CH:29]=3)[C:4]3[CH:19]=[CH:18][CH:17]=[CH:16][C:5]=3[CH2:6][CH2:7][C:8]=2[CH:13]=1. The yield is 0.440.